This data is from Forward reaction prediction with 1.9M reactions from USPTO patents (1976-2016). The task is: Predict the product of the given reaction. (1) Given the reactants COC1C=CC(CN(CC2C=CC(OC)=CC=2)C2N=CC(C3C4CCNC=4N=C(N4CCOCC4)N=3)=CN=2)=CC=1.NC1C(C)=C(C(N2CCOCC2)=O)C=CC=1.[CH3:57][C:58]1[C:63]([C:64]([N:66]2[CH2:71][CH2:70][O:69][CH2:68][CH2:67]2)=[O:65])=[CH:62][CH:61]=[CH:60][C:59]=1[NH:72][C:73]([N:75]1[C:79]2[N:80]=[C:81]([N:109]3[CH2:114][CH2:113][O:112][CH2:111][CH2:110]3)[N:82]=[C:83]([C:84]3[CH:85]=[N:86][C:87]([N:90](CC4C=CC(OC)=CC=4)CC4C=CC(OC)=CC=4)=[N:88][CH:89]=3)[C:78]=2[CH2:77][CH2:76]1)=[O:74], predict the reaction product. The product is: [CH3:57][C:58]1[C:63]([C:64]([N:66]2[CH2:67][CH2:68][O:69][CH2:70][CH2:71]2)=[O:65])=[CH:62][CH:61]=[CH:60][C:59]=1[NH:72][C:73]([N:75]1[C:79]2[N:80]=[C:81]([N:109]3[CH2:114][CH2:113][O:112][CH2:111][CH2:110]3)[N:82]=[C:83]([C:84]3[CH:85]=[N:86][C:87]([NH2:90])=[N:88][CH:89]=3)[C:78]=2[CH2:77][CH2:76]1)=[O:74]. (2) Given the reactants [CH3:1][N:2]1[CH:7]=[CH:6][C:5]([O:8]N2C3=NC=CC=C3N=N2)=[N:4][C:3]1=[O:18].C([CH2:22][C:23]1[CH:28]=[CH:27][C:26](B(O)O)=[CH:25][CH:24]=1)(O)=O.[C:32]([O-])([O-])=[O:33].[Cs+].[Cs+].C[O:39]CCOC, predict the reaction product. The product is: [CH3:32][O:33][C:22](=[O:39])[C:23]1[CH:24]=[CH:25][C:26]([O:8][C:5]2[CH:6]=[CH:7][N:2]([CH3:1])[C:3](=[O:18])[N:4]=2)=[CH:27][CH:28]=1. (3) Given the reactants Br[C:2]1[S:20][C:5]2[N:6]=[C:7]([CH3:19])[N:8]=[C:9]([CH2:10][N:11]3[CH2:16][CH2:15][S:14](=[O:18])(=[O:17])[CH2:13][CH2:12]3)[C:4]=2[CH:3]=1.CC1(C)C(C)(C)OB([C:29]2[CH2:36][CH2:35][C:32]3([CH2:34][CH2:33]3)[CH2:31][CH:30]=2)O1.C1(P(C2CCCCC2)C2C=CC=CC=2C2C(C(C)C)=CC(C(C)C)=CC=2C(C)C)CCCCC1.[O-]P([O-])([O-])=O.[K+].[K+].[K+], predict the reaction product. The product is: [O:17]=[S:14]1(=[O:18])[CH2:15][CH2:16][N:11]([CH2:10][C:9]2[C:4]3[CH:3]=[C:2]([C:29]4[CH2:36][CH2:35][C:32]5([CH2:34][CH2:33]5)[CH2:31][CH:30]=4)[S:20][C:5]=3[N:6]=[C:7]([CH3:19])[N:8]=2)[CH2:12][CH2:13]1. (4) Given the reactants [Br:1][C:2]1[N:7]=[C:6]([F:8])[C:5]([OH:9])=[CH:4][CH:3]=1.[CH3:10][O-].[Na+].CI.O, predict the reaction product. The product is: [Br:1][C:2]1[N:7]=[C:6]([F:8])[C:5]([O:9][CH3:10])=[CH:4][CH:3]=1. (5) Given the reactants [C:1]([C:5]1[N:6]=[C:7]([N:16]2[CH2:20][CH2:19][C:18]([F:22])([F:21])[CH2:17]2)[C:8]2[N:13]=[N:12][N:11]([CH2:14][CH3:15])[C:9]=2[N:10]=1)([CH3:4])([CH3:3])[CH3:2].C(C1N=C(N2CCC(F)(F)C2)C2N=NNC=2N=1)(C)(C)C.ClCC1[N:49]([CH:50]2[CH2:52][CH2:51]2)[N:48]=[N:47][N:46]=1, predict the reaction product. The product is: [C:1]([C:5]1[N:6]=[C:7]([N:16]2[CH2:20][CH2:19][C:18]([F:21])([F:22])[CH2:17]2)[C:8]2[N:13]=[N:12][N:11]([CH2:14][C:15]3[N:49]([CH:50]4[CH2:52][CH2:51]4)[N:48]=[N:47][N:46]=3)[C:9]=2[N:10]=1)([CH3:2])([CH3:3])[CH3:4]. (6) Given the reactants Br[C:2]1[C:10]2[N:9]3C[CH2:12][CH2:13][NH:14][C:15](=[O:16])[C:8]3=[C:7]([CH3:17])[C:6]=2[CH:5]=[C:4]([Cl:18])[CH:3]=1.[NH:19]1[CH2:24][CH2:23][S:22](=[O:26])(=[O:25])[CH2:21][CH2:20]1, predict the reaction product. The product is: [Cl:18][C:4]1[CH:3]=[C:2]([N:19]2[CH2:24][CH2:23][S:22](=[O:26])(=[O:25])[CH2:21][CH2:20]2)[C:10]2[N:9]3[CH2:12][CH2:13][NH:14][C:15](=[O:16])[C:8]3=[C:7]([CH3:17])[C:6]=2[CH:5]=1.